Dataset: Catalyst prediction with 721,799 reactions and 888 catalyst types from USPTO. Task: Predict which catalyst facilitates the given reaction. (1) Reactant: [CH2:1]([N:3]([CH2:6][CH3:7])[CH2:4][CH3:5])[CH3:2].[CH2:8](Br)[C:9]1C=C[CH:12]=[CH:11][CH:10]=1.C[CH2:17][O:18][C:19](C)=[O:20]. Product: [CH2:1]([N:3]1[CH2:6][CH2:7][CH2:5][C@H:4]1[C:19]([O:18][CH3:17])=[O:20])[C:2]1[CH:12]=[CH:11][CH:10]=[CH:9][CH:8]=1. The catalyst class is: 2. (2) Reactant: [NH2:1][CH2:2][CH2:3][CH2:4][O:5][C@@H:6]1[C@H:10]([OH:11])[C@@H:9]([CH2:12][OH:13])[O:8][C@H:7]1[N:14]1[CH:21]=[C:20]([CH3:22])[C:18](=[O:19])[NH:17][C:15]1=[S:16].C(N(CC)CC)C.[F:30][C:31]([F:38])([F:37])[C:32](OCC)=[O:33]. Product: [F:30][C:31]([F:38])([F:37])[C:32]([NH:1][CH2:2][CH2:3][CH2:4][O:5][C@@H:6]1[C@H:10]([OH:11])[C@@H:9]([CH2:12][OH:13])[O:8][C@H:7]1[N:14]1[CH:21]=[C:20]([CH3:22])[C:18](=[O:19])[NH:17][C:15]1=[S:16])=[O:33]. The catalyst class is: 5. (3) Reactant: [CH3:1][C:2]1[CH:7]=[C:6]([N+:8]([O-:10])=[O:9])[CH:5]=[C:4]([CH3:11])[C:3]=1[OH:12].Br[CH2:14][C:15]([O:17][CH3:18])=[O:16].C(=O)([O-])[O-].[Cs+].[Cs+].O. Product: [CH3:1][C:2]1[CH:7]=[C:6]([N+:8]([O-:10])=[O:9])[CH:5]=[C:4]([CH3:11])[C:3]=1[O:12][CH2:14][C:15]([O:17][CH3:18])=[O:16]. The catalyst class is: 10. (4) Reactant: [OH:1][C:2]1[CH:3]=[C:4]([CH:7]=[CH:8][CH:9]=1)[CH:5]=[O:6].N1C=CC=CC=1.[C:16](Cl)(=[O:20])[CH2:17][CH2:18][CH3:19].N#N. Product: [C:16]([O:1][C:2]1[CH:9]=[CH:8][CH:7]=[C:4]([CH:5]=[O:6])[CH:3]=1)(=[O:20])[CH2:17][CH2:18][CH3:19]. The catalyst class is: 232.